Task: Predict the reactants needed to synthesize the given product.. Dataset: Full USPTO retrosynthesis dataset with 1.9M reactions from patents (1976-2016) (1) Given the product [Cl:1][C:2]1[CH:7]=[C:6]([CH:5]=[C:4]([Cl:11])[C:3]=1[O:12][CH2:13][C:14]([F:15])([F:16])[F:17])[NH2:8], predict the reactants needed to synthesize it. The reactants are: [Cl:1][C:2]1[CH:7]=[C:6]([N+:8]([O-])=O)[CH:5]=[C:4]([Cl:11])[C:3]=1[O:12][CH2:13][C:14]([F:17])([F:16])[F:15].Cl[Sn]Cl.[OH-].[Na+].CC(=O)OCC. (2) Given the product [CH3:1][O:2][C:3](=[O:13])[CH2:4][O:5][C:6]1[CH:11]=[CH:10][C:9]([OH:12])=[C:8]([CH:24]=[O:26])[CH:7]=1, predict the reactants needed to synthesize it. The reactants are: [CH3:1][O:2][C:3](=[O:13])[CH2:4][O:5][C:6]1[CH:11]=[CH:10][C:9]([OH:12])=[CH:8][CH:7]=1.C1N2CN3CN(C2)CN1C3.[C:24](OCC)(=[O:26])C. (3) Given the product [NH2:45][C:41]1[CH:40]=[C:39]([N:46]2[CH2:51][CH2:50][N:49]([C:31]([NH:28][CH:7]3[CH2:8][CH2:9][CH2:10][CH:5]([C:3]([O:2][CH3:1])=[O:4])[CH2:6]3)=[O:14])[CH2:48][CH2:47]2)[C:38]2[C:43](=[CH:44][C:35]([Cl:34])=[CH:36][CH:37]=2)[N:42]=1, predict the reactants needed to synthesize it. The reactants are: [CH3:1][O:2][C:3]([CH:5]1[CH2:10][CH2:9][CH2:8][CH2:7][CH:6]1N)=[O:4].ClC(OC1C=CC([N+]([O-])=O)=CC=1)=[O:14].C([N:28]([CH:31](C)C)CC)(C)C.[Cl:34][C:35]1[CH:44]=[C:43]2[C:38]([C:39]([N:46]3[CH2:51][CH2:50][NH:49][CH2:48][CH2:47]3)=[CH:40][C:41]([NH2:45])=[N:42]2)=[CH:37][CH:36]=1.